This data is from Experimentally validated miRNA-target interactions with 360,000+ pairs, plus equal number of negative samples. The task is: Binary Classification. Given a miRNA mature sequence and a target amino acid sequence, predict their likelihood of interaction. (1) Result: 0 (no interaction). The miRNA is hsa-miR-6083 with sequence CUUAUAUCAGAGGCUGUGGG. The protein sequence of the target gene is MYFLSGWPKRLLCPLGSPAEAPFHVQSDPQRAFFAVLAAARLSIWYSRPSVLIVTYKEPAKSSTQFGSYKQAEWRPDSTMIAVSTANGYILFFHITSTRGDKYLYEPVYPKGSPQMKGTPHFKEEQCAPALNLEMRKILDLQAPIMSLQSVLEDLLVATSDGLLHLIHWEGMTNGRKAINLCTVPFSVDLQSSRVGSFLGFTDVHIRDMEYCATLDGFAVVFNDGKVGFITPVSSRFTAEQLHGVWPQDVVDGTCVAVNNKYRLMAFGCVSGSVQVYTIDNSTGAMLLSHKLELTAKQYP.... (2) The miRNA is mmu-miR-3967 with sequence AGCUUGUCUGACUGAUGUUG. The protein sequence of the target gene is MTTENGAVELGSQSLSTEQTPKAAAGDGPSASEKEPSAPATEKDLSPPNAKKDPGAPDPKNNPDPPSLKKDPAKAPGPEKKGDPVPASASSQGPSGEGDGGGGPAEGSEGPPAALPLPTATAEASIQKLDPTQAPSGNQGSGEAKAGKKAAECREAGRRGSPAFLHSPSCPAIISCSEKTLAVKPLSETTDLVFTGVSVTPDPQDPGPVKAGGTNALAEKKKEEAEKASGQAGQAKVQGDTPQRIGFQAVPSERVEVGQALCLTAREEDCFQILDDCPPPPAPFPHRIVELRTGNVNSEF.... Result: 0 (no interaction). (3) The miRNA is bta-miR-223 with sequence UGUCAGUUUGUCAAAUACCCCA. The protein sequence of the target gene is MSDSGASRLRRQLESGGFEARLYVKQLSQQSDGDRDLQEHRQRVQALAEETAQNLKRNVYQNYRQFIETAREISYLESEMYQLSHLLTEQKSSLESIPLALLPAAAAGASAGEDTAGAGPRERGAVQAGFLPGPAGVPREGSGTGEEGKQRTLTTLLEKVEGCRDLLETPGQYLVYNGDLVEYDADHMAQLQRVHGFLMNDCLLVATWLPQRRGMYRYNALYPLDRLAVVNVKDNPPMKDMFKLLMFPESRIFQAENAKIKREWLEVLEETKRALSDKRRREQEEAAAPRAPPPVTSKGS.... Result: 0 (no interaction).